This data is from Forward reaction prediction with 1.9M reactions from USPTO patents (1976-2016). The task is: Predict the product of the given reaction. (1) Given the reactants [C:1]([O:5][C:6]([N:8]1[CH2:16][C:15]2[C:10](=[CH:11][CH:12]=[C:13]([C:17](=[O:31])[NH:18][CH2:19]C3C=CC(S(CC)(=O)=O)=CN=3)[CH:14]=2)[CH:9]1[CH:32]([CH3:34])[CH3:33])=[O:7])([CH3:4])([CH3:3])[CH3:2].Cl.[CH3:36][S:37]([N:40]1[CH2:45][CH2:44][CH:43]([CH2:46][NH2:47])[CH2:42][CH2:41]1)(=[O:39])=[O:38], predict the reaction product. The product is: [CH:32]([C@H:9]1[C:10]2[C:15](=[CH:14][C:13]([C:17](=[O:31])[NH:18][CH2:19][CH:43]3[CH2:44][CH2:45][N:40]([S:37]([CH3:36])(=[O:39])=[O:38])[CH2:41][CH2:42]3)=[CH:12][CH:11]=2)[CH2:16][N:8]1[C:6]([O:5][C:1]([CH3:2])([CH3:4])[CH3:3])=[O:7])([CH3:34])[CH3:33].[CH:32]([C@@H:9]1[C:10]2[C:15](=[CH:14][C:13]([C:17](=[O:31])[NH:47][CH2:46][CH:43]3[CH2:44][CH2:45][N:40]([S:37]([CH3:36])(=[O:39])=[O:38])[CH2:41][CH2:42]3)=[CH:12][CH:11]=2)[CH2:16][N:8]1[C:6]([O:5][C:1]([CH3:3])([CH3:2])[CH3:4])=[O:7])([CH3:34])[CH3:33]. (2) Given the reactants [CH2:1]([O:8][C:9]([NH:11][C@@H:12]([CH2:21][CH3:22])[C:13](=[O:20])[CH2:14][C:15]([O:17][CH2:18][CH3:19])=[O:16])=[O:10])[C:2]1[CH:7]=[CH:6][CH:5]=[CH:4][CH:3]=1.[BH4-].[Na+].[Cl-].[NH4+], predict the reaction product. The product is: [CH2:1]([O:8][C:9]([NH:11][C@@H:12]([CH2:21][CH3:22])[CH:13]([OH:20])[CH2:14][C:15]([O:17][CH2:18][CH3:19])=[O:16])=[O:10])[C:2]1[CH:3]=[CH:4][CH:5]=[CH:6][CH:7]=1. (3) Given the reactants [NH2:1][C:2]1[C:7]([C:8]([F:11])([F:10])[F:9])=[CH:6][C:5]([C:12]([F:15])([F:14])[F:13])=[CH:4][C:3]=1[NH:16][C:17](=O)[CH2:18][CH:19]1[CH2:22][N:21]([C:23]([O:25][C:26]([CH3:29])([CH3:28])[CH3:27])=[O:24])[CH2:20]1.C(O)(=O)C, predict the reaction product. The product is: [F:10][C:8]([F:9])([F:11])[C:7]1[C:2]2[N:1]=[C:17]([CH2:18][CH:19]3[CH2:20][N:21]([C:23]([O:25][C:26]([CH3:28])([CH3:29])[CH3:27])=[O:24])[CH2:22]3)[NH:16][C:3]=2[CH:4]=[C:5]([C:12]([F:14])([F:15])[F:13])[CH:6]=1. (4) Given the reactants [Cl:1][C:2]1[CH:7]=[CH:6][N:5]=[C:4]2[CH:8]=[C:9]([C:11]3[N:12]([CH3:16])C=CN=3)[S:10][C:3]=12.[NH:17]1[CH:21]=CN=[CH:18]1.BrC1N=CN(C)C=1, predict the reaction product. The product is: [Cl:1][C:2]1[CH:7]=[CH:6][N:5]=[C:4]2[CH:8]=[C:9]([C:11]3[N:12]=[CH:16][N:17]([CH3:21])[CH:18]=3)[S:10][C:3]=12. (5) Given the reactants [C:1]1([CH:7]([C:13]([O:15]CC)=O)[C:8]([O:10]CC)=O)[CH:6]=[CH:5][CH:4]=[CH:3][CH:2]=1.S(O)(O)(=O)=O.[NH2:23][C:24]1[NH:25][CH:26]=[CH:27][N:28]=1.C1CCN2C(=NCCC2)CC1, predict the reaction product. The product is: [C:1]1([C:7]2[C:8]([OH:10])=[N:23][C:24]3[N:25]([CH:26]=[CH:27][N:28]=3)[C:13]=2[OH:15])[CH:2]=[CH:3][CH:4]=[CH:5][CH:6]=1. (6) Given the reactants [CH2:1]([N:3]1[C:12](=[O:13])[C:11]2[C:6](=[CH:7][CH:8]=[C:9]([N+:14]([O-:16])=[O:15])[CH:10]=2)[NH:5][C:4]1=[O:17])[CH3:2].[H-].[Na+].Br[CH2:21][CH2:22][O:23][CH3:24], predict the reaction product. The product is: [CH2:1]([N:3]1[C:12](=[O:13])[C:11]2[C:6](=[CH:7][CH:8]=[C:9]([N+:14]([O-:16])=[O:15])[CH:10]=2)[N:5]([CH2:21][CH2:22][O:23][CH3:24])[C:4]1=[O:17])[CH3:2].